Dataset: Reaction yield outcomes from USPTO patents with 853,638 reactions. Task: Predict the reaction yield, written as a fraction of the theoretical maximum amount of product (1.0 means a 100% yield; for example, 0.34 means a 34% yield). The reactants are Cl[C:2]1[CH:3]=[C:4]([CH:8]=[C:9]([C:11]([F:14])([F:13])[F:12])[N:10]=1)[C:5]([OH:7])=[O:6].[CH3:15][OH:16].C[O-].[Na+].Cl. The catalyst is CCOC(C)=O. The product is [CH3:15][O:16][C:2]1[CH:3]=[C:4]([CH:8]=[C:9]([C:11]([F:14])([F:13])[F:12])[N:10]=1)[C:5]([OH:7])=[O:6]. The yield is 0.900.